Dataset: Full USPTO retrosynthesis dataset with 1.9M reactions from patents (1976-2016). Task: Predict the reactants needed to synthesize the given product. (1) Given the product [F:1][C:2]1[CH:16]=[C:15]([F:17])[CH:14]=[CH:13][C:3]=1[CH2:4][N:5]([CH2:6][CH2:7][CH2:8][CH2:9][CH2:10][CH2:11][CH3:12])[C:34](=[O:36])[CH2:33][CH2:32][C:29]1[CH:28]=[CH:27][C:26]([S:25][CH2:24][C:23]2[CH:37]=[CH:38][CH:39]=[CH:40][C:22]=2[C:20]([O:19][CH3:18])=[O:21])=[CH:31][CH:30]=1, predict the reactants needed to synthesize it. The reactants are: [F:1][C:2]1[CH:16]=[C:15]([F:17])[CH:14]=[CH:13][C:3]=1[CH2:4][NH:5][CH2:6][CH2:7][CH2:8][CH2:9][CH2:10][CH2:11][CH3:12].[CH3:18][O:19][C:20]([C:22]1[CH:40]=[CH:39][CH:38]=[CH:37][C:23]=1[CH2:24][S:25][C:26]1[CH:31]=[CH:30][C:29]([CH2:32][CH2:33][C:34]([OH:36])=O)=[CH:28][CH:27]=1)=[O:21].F[B-](F)(F)F.N1(OC(N(C)C)=[N+](C)C)C2C=CC=CC=2N=N1.C(N(C(C)C)CC)(C)C. (2) The reactants are: C(O)(=O)C.[F:5][C:6]1[CH:11]=[CH:10][C:9]([CH:12]2[CH2:14][O:13]2)=[CH:8][CH:7]=1.C1COCC1.O. Given the product [F:5][C:6]1[CH:11]=[CH:10][C:9]([C@H:12]2[CH2:14][O:13]2)=[CH:8][CH:7]=1, predict the reactants needed to synthesize it. (3) Given the product [CH2:16]([S:23]([NH:26][S:27]([CH:30]1[CH2:35][CH2:34][N:33]([C:2]2[C:12]([C:13]#[N:14])=[CH:11][C:5]([C:6]([O:8][CH2:9][CH3:10])=[O:7])=[C:4]([CH3:15])[N:3]=2)[CH2:32][CH2:31]1)(=[O:29])=[O:28])(=[O:24])=[O:25])[C:17]1[CH:18]=[CH:19][CH:20]=[CH:21][CH:22]=1, predict the reactants needed to synthesize it. The reactants are: Cl[C:2]1[C:12]([C:13]#[N:14])=[CH:11][C:5]([C:6]([O:8][CH2:9][CH3:10])=[O:7])=[C:4]([CH3:15])[N:3]=1.[CH2:16]([S:23]([NH:26][S:27]([CH:30]1[CH2:35][CH2:34][NH:33][CH2:32][CH2:31]1)(=[O:29])=[O:28])(=[O:25])=[O:24])[C:17]1[CH:22]=[CH:21][CH:20]=[CH:19][CH:18]=1.CCN(C(C)C)C(C)C.C([O-])(O)=O.[Na+]. (4) The reactants are: [CH:1]12[CH2:10][CH:5]3[CH2:6][CH:7]([CH2:9][CH:3]([CH2:4]3)[CH:2]1[NH:11][C:12]([C:14]1[CH:15]=[N:16][N:17]([CH3:20])[C:18]=1Cl)=[O:13])[CH2:8]2.[OH:21][CH:22]1[CH2:27][CH2:26][NH:25][CH2:24][CH2:23]1. Given the product [CH:1]12[CH2:10][CH:5]3[CH2:6][CH:7]([CH2:9][CH:3]([CH2:4]3)[CH:2]1[NH:11][C:12]([C:14]1[CH:15]=[N:16][N:17]([CH3:20])[C:18]=1[N:25]1[CH2:26][CH2:27][CH:22]([OH:21])[CH2:23][CH2:24]1)=[O:13])[CH2:8]2, predict the reactants needed to synthesize it. (5) Given the product [CH2:32]([C:6]1[N:7]([CH3:25])[C:8]2[CH2:9][CH2:10][N:11]([CH2:17][C:18]3[CH:23]=[CH:22][C:21]([F:24])=[CH:20][CH:19]=3)[C:12](=[O:16])[C:13]=2[C:14](=[O:15])[C:5]=1[OH:4])[CH:27]=[CH2:28], predict the reactants needed to synthesize it. The reactants are: C([O:4][C:5]1(O)[C:14](=[O:15])[C:13]2[C:12](=[O:16])[N:11]([CH2:17][C:18]3[CH:23]=[CH:22][C:21]([F:24])=[CH:20][CH:19]=3)[CH2:10][CH2:9][C:8]=2[N:7]([CH3:25])[CH2:6]1)C=C.[C:27]1(C)[CH:32]=CC=C[CH:28]=1.